This data is from Forward reaction prediction with 1.9M reactions from USPTO patents (1976-2016). The task is: Predict the product of the given reaction. (1) Given the reactants [CH3:1][C:2]1[CH:3]=[C:4]([C:33]2[CH:34]=[C:35]([CH:40]=[CH:41][CH:42]=2)[C:36]([O:38][CH3:39])=[O:37])[CH:5]=[CH:6][C:7]=1[O:8][C@@H:9]1[C@:14]([O:16]C(=O)C)([CH3:15])[C@@H:13]([O:20]C(=O)C)[C@H:12]([O:24]C(=O)C)[C@@H:11]([CH2:28][O:29]C(=O)C)[O:10]1.C[O-].[Na+], predict the reaction product. The product is: [CH3:1][C:2]1[CH:3]=[C:4]([C:33]2[CH:34]=[C:35]([CH:40]=[CH:41][CH:42]=2)[C:36]([O:38][CH3:39])=[O:37])[CH:5]=[CH:6][C:7]=1[O:8][C@@H:9]1[C@:14]([OH:16])([CH3:15])[C@@H:13]([OH:20])[C@H:12]([OH:24])[C@@H:11]([CH2:28][OH:29])[O:10]1. (2) Given the reactants [Cl:1][C:2]1[CH:3]=[C:4]2[C:9](=[CH:10][C:11]=1F)[O:8][CH:7]([C:13]([F:16])([F:15])[F:14])[C:6]([C:17]([O:19][CH2:20][CH3:21])=[O:18])=[CH:5]2.[Cl:22][C:23]1[CH:28]=[C:27]([Br:29])[CH:26]=[CH:25][C:24]=1[OH:30].C(=O)([O-])[O-].[K+].[K+].CN(C=O)C, predict the reaction product. The product is: [Cl:1][C:2]1[CH:3]=[C:4]2[C:9](=[CH:10][C:11]=1[O:30][C:24]1[CH:25]=[CH:26][C:27]([Br:29])=[CH:28][C:23]=1[Cl:22])[O:8][CH:7]([C:13]([F:16])([F:15])[F:14])[C:6]([C:17]([O:19][CH2:20][CH3:21])=[O:18])=[CH:5]2. (3) The product is: [C:1]([O:5][C:6](=[O:33])[C@H:7]([CH2:26][S:27][CH2:28][C@H:29]([OH:32])[CH2:30][OH:31])[NH:8][C:9]([O:11][CH2:12][C:13]1[C:25]2[CH2:24][C:23]3[C:18](=[CH:19][CH:20]=[CH:21][CH:22]=3)[C:17]=2[CH:16]=[CH:15][CH:14]=1)=[O:10])([CH3:4])([CH3:2])[CH3:3]. Given the reactants [C:1]([O:5][C:6](=[O:33])[C@H:7]([CH2:26][S:27][CH2:28][CH:29]([OH:32])[CH2:30][OH:31])[NH:8][C:9]([O:11][CH2:12][C:13]1[C:25]2[CH2:24][C:23]3[C:18](=[CH:19][CH:20]=[CH:21][CH:22]=3)[C:17]=2[CH:16]=[CH:15][CH:14]=1)=[O:10])([CH3:4])([CH3:3])[CH3:2].CC(OC([C@@H](NC(OCC1C2C(=CC=CC=2)C2C1=CC=CC=2)=O)CSSC[C@H](NC(OCC1C2C(=CC=CC=2)C2C1=CC=CC=2)=O)C(OC(C)(C)C)=O)=O)(C)C, predict the reaction product. (4) Given the reactants CO[C:3](=[O:23])[C:4]1[CH:9]=[CH:8][C:7]([O:10][CH2:11][C:12]2[C:13]([C:17]3[CH:22]=[CH:21][CH:20]=[CH:19][CH:18]=3)=[N:14][O:15][CH:16]=2)=[N:6][CH:5]=1.[NH2:24][CH:25]1[CH2:30][CH2:29][O:28][CH2:27][CH2:26]1, predict the reaction product. The product is: [C:17]1([C:13]2[C:12]([CH2:11][O:10][C:7]3[CH:8]=[CH:9][C:4]([C:3]([NH:24][CH:25]4[CH2:30][CH2:29][O:28][CH2:27][CH2:26]4)=[O:23])=[CH:5][N:6]=3)=[CH:16][O:15][N:14]=2)[CH:18]=[CH:19][CH:20]=[CH:21][CH:22]=1.